Task: Predict the reaction yield, written as a fraction of the theoretical maximum amount of product (1.0 means a 100% yield; for example, 0.34 means a 34% yield).. Dataset: Reaction yield outcomes from USPTO patents with 853,638 reactions (1) The product is [C:32]([O:36][C:37](=[O:49])[N:38]([CH2:40][C@H:41]1[CH2:42][CH2:43][C@H:44]([CH:47]=[C:21]([Br:24])[Br:20])[CH2:45][CH2:46]1)[CH3:39])([CH3:35])([CH3:33])[CH3:34]. The yield is 0.610. The catalyst is C(Cl)Cl. The reactants are C1(P(C2C=CC=CC=2)C2C=CC=CC=2)C=CC=CC=1.[Br:20][C:21]([Br:24])(Br)Br.C(N(CC)CC)C.[C:32]([O:36][C:37](=[O:49])[N:38]([CH2:40][C@H:41]1[CH2:46][CH2:45][C@H:44]([CH:47]=O)[CH2:43][CH2:42]1)[CH3:39])([CH3:35])([CH3:34])[CH3:33]. (2) The reactants are [N:1]12[CH2:8][C:5]([C:9]3[O:10][C:11]4[C:17]([C:18]([O:20]C)=O)=[CH:16][CH:15]=[CH:14][C:12]=4[N:13]=3)([CH2:6][CH2:7]1)[CH2:4][CH2:3][CH2:2]2.[NH3:22]. The catalyst is CO. The product is [N:1]12[CH2:8][C:5]([C:9]3[O:10][C:11]4[C:17]([C:18]([NH2:22])=[O:20])=[CH:16][CH:15]=[CH:14][C:12]=4[N:13]=3)([CH2:6][CH2:7]1)[CH2:4][CH2:3][CH2:2]2. The yield is 0.270. (3) The catalyst is ClCCl. The product is [F:1][C:2]1[CH:7]=[C:6]([CH3:8])[CH:5]=[C:4]([N+:10]([O-:12])=[O:11])[C:3]=1[OH:9]. The yield is 0.590. The reactants are [F:1][C:2]1[CH:7]=[C:6]([CH3:8])[CH:5]=[CH:4][C:3]=1[OH:9].[N+:10]([O-])([OH:12])=[O:11]. (4) The reactants are Br[C:2]1[N:7]=[N:6][C:5]([NH:8][CH2:9][C:10]2[CH:15]=[CH:14][C:13]([Cl:16])=[CH:12][CH:11]=2)=[CH:4][CH:3]=1.C([Li])CCC.Cl[Si](C)(C)CC[Si](Cl)(C)C.C([Li])(C)(C)C.C([Cu])#N.[C:40]([O:44][C:45]([N:47]1[C:51]2=[N:52][CH:53]=[CH:54][CH:55]=[C:50]2[C:49]([CH2:56]Cl)=[CH:48]1)=[O:46])([CH3:43])([CH3:42])[CH3:41]. The catalyst is O1CCCC1.CCCCCC.O. The product is [C:40]([O:44][C:45]([N:47]1[C:51]2=[N:52][CH:53]=[CH:54][CH:55]=[C:50]2[C:49]([CH2:56][C:2]2[N:7]=[N:6][C:5]([NH:8][CH2:9][C:10]3[CH:15]=[CH:14][C:13]([Cl:16])=[CH:12][CH:11]=3)=[CH:4][CH:3]=2)=[CH:48]1)=[O:46])([CH3:43])([CH3:42])[CH3:41]. The yield is 0.238.